This data is from Skin sensitization/reaction prediction data. The task is: Regression/Classification. Given a drug SMILES string, predict its toxicity properties. Task type varies by dataset: regression for continuous values (e.g., LD50, hERG inhibition percentage) or binary classification for toxic/non-toxic outcomes (e.g., AMES mutagenicity, cardiotoxicity, hepatotoxicity). Dataset: skin_reaction. The compound is CC=Cc1ccc(O)c(OC)c1. The result is 1 (causes skin reaction).